Dataset: Forward reaction prediction with 1.9M reactions from USPTO patents (1976-2016). Task: Predict the product of the given reaction. (1) Given the reactants [Cl:1][C:2]1[C:10]([N+:11]([O-:13])=[O:12])=[CH:9][CH:8]=[C:7]([Cl:14])[C:3]=1[C:4]([OH:6])=O.[F:15][C:16]1[CH:17]=[C:18]([C:28](=[O:30])[CH3:29])[CH:19]=[CH:20][C:21]=1[N:22]1[CH2:27][CH2:26][NH:25][CH2:24][CH2:23]1, predict the reaction product. The product is: [Cl:1][C:2]1[C:10]([N+:11]([O-:13])=[O:12])=[CH:9][CH:8]=[C:7]([Cl:14])[C:3]=1[C:4]([N:25]1[CH2:24][CH2:23][N:22]([C:21]2[CH:20]=[CH:19][C:18]([C:28](=[O:30])[CH3:29])=[CH:17][C:16]=2[F:15])[CH2:27][CH2:26]1)=[O:6]. (2) Given the reactants [Br:1][C:2]1[CH:3]=[C:4]([C:8](=O)[CH2:9][F:10])[CH:5]=[CH:6][CH:7]=1.[CH3:12][C:13]([S@:16]([NH2:18])=[O:17])([CH3:15])[CH3:14].C(Cl)Cl, predict the reaction product. The product is: [Br:1][C:2]1[CH:3]=[C:4](/[C:8](=[N:18]\[S@@:16]([C:13]([CH3:15])([CH3:14])[CH3:12])=[O:17])/[CH2:9][F:10])[CH:5]=[CH:6][CH:7]=1. (3) Given the reactants C1(S([N:10]2[C:14]3=[N:15][CH:16]=[CH:17][C:18]([C:19]4[CH:20]=[CH:21][C:22]([O:27][CH:28]5[CH2:33][CH2:32][O:31][CH2:30][CH2:29]5)=[C:23]([CH:26]=4)[C:24]#[N:25])=[C:13]3[CH:12]=[C:11]2[C:34]2[CH:35]=[N:36][CH:37]=[CH:38][CH:39]=2)(=O)=O)C=CC=CC=1.C(=O)([O-])[O-].[Cs+].[Cs+].FC(F)(F)CO, predict the reaction product. The product is: [N:36]1[CH:37]=[CH:38][CH:39]=[C:34]([C:11]2[NH:10][C:14]3=[N:15][CH:16]=[CH:17][C:18]([C:19]4[CH:20]=[CH:21][C:22]([O:27][CH:28]5[CH2:33][CH2:32][O:31][CH2:30][CH2:29]5)=[C:23]([CH:26]=4)[C:24]#[N:25])=[C:13]3[CH:12]=2)[CH:35]=1. (4) Given the reactants [H-].[Na+].[OH:3][C@@H:4]([CH2:14][O:15][C@H:16]([CH3:29])[CH2:17][O:18][Si:19]([CH:26]([CH3:28])[CH3:27])([CH:23]([CH3:25])[CH3:24])[CH:20]([CH3:22])[CH3:21])[C:5]([NH:7][C:8]1[CH:13]=[CH:12][CH:11]=[CH:10][N:9]=1)=[O:6].Cl[C:31]1[N:36]=[CH:35][N:34]=[C:33]2[N:37]([C:40]3[CH:45]=[CH:44][CH:43]=[CH:42][C:41]=3[Cl:46])[N:38]=[CH:39][C:32]=12.C(O)(=O)CC(CC(O)=O)(C(O)=O)O, predict the reaction product. The product is: [Cl:46][C:41]1[CH:42]=[CH:43][CH:44]=[CH:45][C:40]=1[N:37]1[C:33]2=[N:34][CH:35]=[N:36][C:31]([O:3][C@@H:4]([CH2:14][O:15][C@H:16]([CH3:29])[CH2:17][O:18][Si:19]([CH:26]([CH3:28])[CH3:27])([CH:20]([CH3:21])[CH3:22])[CH:23]([CH3:25])[CH3:24])[C:5]([NH:7][C:8]3[CH:13]=[CH:12][CH:11]=[CH:10][N:9]=3)=[O:6])=[C:32]2[CH:39]=[N:38]1. (5) Given the reactants [N:1]([C:4]1[CH:5]=[C:6]([CH:33]=[CH:34][C:35]=1[N+:36]([O-])=O)[CH2:7][N:8]1[CH2:13][CH2:12][N:11]([C:14]2[C:22]3[N:21]=[C:20]([C:23]4[CH:28]=[CH:27][C:26]([C:29]([CH3:32])([CH3:31])[CH3:30])=[CH:25][CH:24]=4)[NH:19][C:18]=3[CH:17]=[CH:16][CH:15]=2)[CH2:10][CH2:9]1)=[N+]=[N-].[H][H], predict the reaction product. The product is: [C:29]([C:26]1[CH:25]=[CH:24][C:23]([C:20]2[NH:19][C:18]3[CH:17]=[CH:16][CH:15]=[C:14]([N:11]4[CH2:10][CH2:9][N:8]([CH2:7][C:6]5[CH:5]=[C:4]([NH2:1])[C:35]([NH2:36])=[CH:34][CH:33]=5)[CH2:13][CH2:12]4)[C:22]=3[N:21]=2)=[CH:28][CH:27]=1)([CH3:32])([CH3:30])[CH3:31]. (6) Given the reactants [CH3:13][C:12]([O:11][C:9](O[C:9]([O:11][C:12]([CH3:15])([CH3:14])[CH3:13])=[O:10])=[O:10])([CH3:15])[CH3:14].[NH2:16][C@:17]1([CH2:32][C:33]#[CH:34])[CH2:22][CH2:21][CH2:20][N:19]([CH2:23][O:24][CH2:25][CH2:26][Si:27]([CH3:30])([CH3:29])[CH3:28])[C:18]1=[O:31], predict the reaction product. The product is: [O:31]=[C:18]1[C@@:17]([NH:16][C:9](=[O:10])[O:11][C:12]([CH3:13])([CH3:14])[CH3:15])([CH2:32][C:33]#[CH:34])[CH2:22][CH2:21][CH2:20][N:19]1[CH2:23][O:24][CH2:25][CH2:26][Si:27]([CH3:30])([CH3:29])[CH3:28]. (7) The product is: [CH3:12][O:11][CH2:10][CH2:9][O:8][C:4]1[C:3]([CH3:13])=[C:2]([B:14]2[O:18][C:17]([CH3:20])([CH3:19])[C:16]([CH3:22])([CH3:21])[O:15]2)[CH:7]=[CH:6][CH:5]=1. Given the reactants Br[C:2]1[CH:7]=[CH:6][CH:5]=[C:4]([O:8][CH2:9][CH2:10][O:11][CH3:12])[C:3]=1[CH3:13].[B:14]1([B:14]2[O:18][C:17]([CH3:20])([CH3:19])[C:16]([CH3:22])([CH3:21])[O:15]2)[O:18][C:17]([CH3:20])([CH3:19])[C:16]([CH3:22])([CH3:21])[O:15]1.C(Cl)Cl.CC([O-])=O.[K+], predict the reaction product.